Dataset: Catalyst prediction with 721,799 reactions and 888 catalyst types from USPTO. Task: Predict which catalyst facilitates the given reaction. Reactant: [CH2:1]([NH:4][C:5]1[CH:11]=[CH:10][C:9]([C:12]2[O:13][C:14]3[CH:20]=[CH:19][CH:18]=[CH:17][C:15]=3[N:16]=2)=[CH:8][C:6]=1[NH2:7])[CH2:2][CH3:3].[CH:21](=O)[CH3:22].OOS([O-])=O.[K+].C(=O)([O-])[O-].[K+].[K+]. Product: [O:13]1[C:14]2[CH:20]=[CH:19][CH:18]=[CH:17][C:15]=2[N:16]=[C:12]1[C:9]1[CH:10]=[CH:11][C:5]2[N:4]([CH2:1][CH2:2][CH3:3])[C:21]([CH3:22])=[N:7][C:6]=2[CH:8]=1. The catalyst class is: 9.